Dataset: Full USPTO retrosynthesis dataset with 1.9M reactions from patents (1976-2016). Task: Predict the reactants needed to synthesize the given product. (1) Given the product [CH:20]1([C:23]2[CH:28]=[CH:27][C:26]([NH:29][C:2]3[N:7]=[C:6]([NH:8][CH:9]4[CH2:14][C:13]([CH3:16])([CH3:15])[NH:12][C:11]([CH3:18])([CH3:17])[CH2:10]4)[C:5]([F:19])=[CH:4][N:3]=3)=[CH:25][C:24]=2[N:30]2[CH:34]=[N:33][N:32]=[N:31]2)[CH2:22][CH2:21]1, predict the reactants needed to synthesize it. The reactants are: Cl[C:2]1[N:7]=[C:6]([NH:8][CH:9]2[CH2:14][C:13]([CH3:16])([CH3:15])[NH:12][C:11]([CH3:18])([CH3:17])[CH2:10]2)[C:5]([F:19])=[CH:4][N:3]=1.[CH:20]1([C:23]2[CH:28]=[CH:27][C:26]([NH2:29])=[CH:25][C:24]=2[N:30]2[CH:34]=[N:33][N:32]=[N:31]2)[CH2:22][CH2:21]1.S(O)(C1C=CC(C)=CC=1)(=O)=O. (2) Given the product [CH3:1][C@H:2]1[O:7][C@@H:6]([CH3:8])[CH2:5][N:4]([C:9]2[C:16]([F:17])=[C:15]([F:18])[C:14]([C:19]#[C:20][C:22]3[N:23]=[CH:24][NH:25][CH:26]=3)=[CH:13][C:10]=2[CH:11]=[O:12])[CH2:3]1, predict the reactants needed to synthesize it. The reactants are: [CH3:1][C@H:2]1[O:7][C@@H:6]([CH3:8])[CH2:5][N:4]([C:9]2[C:16]([F:17])=[C:15]([F:18])[C:14]([C:19]#[CH:20])=[CH:13][C:10]=2[CH:11]=[O:12])[CH2:3]1.Br[C:22]1[N:23]=[CH:24][N:25](C)[CH:26]=1. (3) Given the product [CH3:32][S:33]([O:11][CH2:10][C@H:9]([NH:8][C:6]([O:5][C:1]([CH3:2])([CH3:3])[CH3:4])=[O:7])[C:12]1[CH:13]=[CH:14][C:15]([O:16][C:17](=[O:38])[CH2:18][CH2:30][CH3:31])=[CH:23][CH:24]=1)(=[O:35])=[O:34], predict the reactants needed to synthesize it. The reactants are: [C:1]([O:5][C:6]([NH:8][C@H:9]([C:12]1[CH:24]=[CH:23][C:15]([O:16][CH2:17][C:18](OCC)=O)=[CH:14][CH:13]=1)[CH2:10][OH:11])=[O:7])([CH3:4])([CH3:3])[CH3:2].C(N([CH2:30][CH3:31])CC)C.[CH3:32][S:33](Cl)(=[O:35])=[O:34].C(=O)(O)[O-:38].[Na+]. (4) Given the product [CH3:10][C:2]1[CH:7]=[CH:6][CH:5]=[CH:4][C:3]=1[N:8]1[C:24]([C:25]2[CH:30]=[CH:29][CH:28]=[CH:27][CH:26]=2)=[N:23][CH:22]=[N:9]1, predict the reactants needed to synthesize it. The reactants are: Cl.[C:2]1([CH3:10])[CH:7]=[CH:6][CH:5]=[CH:4][C:3]=1[NH:8][NH2:9].O1CCOCC1.[OH-].[Na+].CN([CH:22]=[N:23][C:24](=O)[C:25]1[CH:30]=[CH:29][CH:28]=[CH:27][CH:26]=1)C. (5) Given the product [F:39][C:2]([F:38])([F:1])[C:3]1[CH:4]=[C:5]([CH:31]=[C:32]([C:34]([F:37])([F:36])[F:35])[CH:33]=1)[CH2:6][N:7]([CH2:13][C:14]1[C:15]([N:22]([CH2:23][CH:24]2[CH2:26][CH2:25]2)[CH2:27][CH:28]2[CH2:30][CH2:29]2)=[N:16][C:17]([CH3:21])=[C:18]([CH3:20])[CH:19]=1)[C:8]1[N:9]=[N:10][N:11]([CH3:42])[N:12]=1, predict the reactants needed to synthesize it. The reactants are: [F:1][C:2]([F:39])([F:38])[C:3]1[CH:4]=[C:5]([CH:31]=[C:32]([C:34]([F:37])([F:36])[F:35])[CH:33]=1)[CH2:6][N:7]([CH2:13][C:14]1[C:15]([N:22]([CH2:27][CH:28]2[CH2:30][CH2:29]2)[CH2:23][CH:24]2[CH2:26][CH2:25]2)=[N:16][C:17]([CH3:21])=[C:18]([CH3:20])[CH:19]=1)[C:8]1[N:9]=[N:10][NH:11][N:12]=1.[OH-].[Na+].[CH2:42](Cl)Cl.S(OC)(OC)(=O)=O.